This data is from Forward reaction prediction with 1.9M reactions from USPTO patents (1976-2016). The task is: Predict the product of the given reaction. Given the reactants Br[C:2]1[CH:10]=[CH:9][C:5]2[CH:6]=[CH:7][O:8][C:4]=2[CH:3]=1.BrCCBr.[Mg].[CH3:16][N:17]([CH3:25])[CH2:18][CH:19]([CH3:24])[C:20](=[O:23])[CH2:21][CH3:22].[Cl-:26].[NH4+], predict the reaction product. The product is: [ClH:26].[O:8]1[C:4]2[CH:3]=[C:2]([CH:18]([N:17]([CH3:25])[CH3:16])[CH:19]([CH3:24])[CH:20]([OH:23])[CH2:21][CH3:22])[CH:10]=[CH:9][C:5]=2[CH:6]=[CH:7]1.